Dataset: Reaction yield outcomes from USPTO patents with 853,638 reactions. Task: Predict the reaction yield, written as a fraction of the theoretical maximum amount of product (1.0 means a 100% yield; for example, 0.34 means a 34% yield). (1) The reactants are [CH3:1][N:2]1[CH2:6][CH2:5][CH2:4][C@@:3]1([CH3:10])[C:7]([OH:9])=O.[F:11][C:12]1[CH:13]=[CH:14][C:15]([NH:18][NH2:19])=[N:16][CH:17]=1.CCN(CC)CC.C1C=CC2N(O)N=NC=2C=1.O.CCN=C=NCCCN(C)C.Cl. The catalyst is C(Cl)Cl. The product is [F:11][C:12]1[CH:13]=[CH:14][C:15]([NH:18][NH:19][C:7]([C@:3]2([CH3:10])[CH2:4][CH2:5][CH2:6][N:2]2[CH3:1])=[O:9])=[N:16][CH:17]=1. The yield is 0.690. (2) The product is [Br:1][C:2]1[S:3][C:4]([C:13]2[CH:14]=[CH:15][C:10]([O:9][CH3:8])=[CH:11][CH:12]=2)=[CH:5][CH:6]=1. The reactants are [Br:1][C:2]1[S:3][C:4](Br)=[CH:5][CH:6]=1.[CH3:8][O:9][C:10]1[CH:15]=[CH:14][C:13](B(O)O)=[CH:12][CH:11]=1. The yield is 0.750. The catalyst is CCCCCC.C(OCC)(=O)C. (3) The reactants are [F:1][C:2]1[CH:3]=[C:4]2[C:9](=[C:10](F)[C:11]=1[N:12]1[CH2:17][CH2:16][N:15]([CH3:18])[CH2:14][CH2:13]1)[N:8]([C@@H:20]([CH3:23])[CH2:21][OH:22])[CH:7]=[C:6]([C:24]([O:26]CC)=[O:25])[C:5]2=[O:29].[OH-].[K+].C(O)(=[O:34])C.O. The catalyst is C(O)C. The product is [CH3:23][C@@H:20]1[N:8]2[CH:7]=[C:6]([C:24]([OH:26])=[O:25])[C:5]([C:4]3=[CH:3][C:2]([F:1])=[C:11]([N:12]4[CH2:13][CH2:14][N:15]([CH3:18])[CH2:16][CH2:17]4)[C:10](=[C:9]23)[O:22][CH2:21]1)=[O:29].[CH3:23][C@@H:20]1[N:8]2[CH:7]=[C:6]([C:24]([OH:26])=[O:25])[C:5]([C:4]3=[CH:3][C:2]([F:1])=[C:11]([N:12]4[CH2:13][CH2:14][N:15]([CH3:18])[CH2:16][CH2:17]4)[C:10](=[C:9]23)[O:22][CH2:21]1)=[O:29].[OH2:34]. The yield is 0.780. (4) The reactants are [NH:1]1[CH2:6][CH2:5][O:4][CH:3]([CH2:7][CH2:8][C:9](OC)=[O:10])[CH2:2]1.[H-].[H-].[H-].[H-].[Li+].[Al+3]. No catalyst specified. The product is [NH:1]1[CH2:6][CH2:5][O:4][CH:3]([CH2:7][CH2:8][CH2:9][OH:10])[CH2:2]1. The yield is 0.750. (5) The reactants are Cl[C:2]([O:4][CH2:5][C:6]1[CH:11]=[CH:10][CH:9]=[CH:8][CH:7]=1)=[O:3].[CH3:12][C:13]1[CH:18]=[C:17]([N:19]2[CH2:24][CH2:23][O:22][CH2:21][CH2:20]2)[CH:16]=[C:15]([CH3:25])[C:14]=1[NH2:26].C(N(CC)C(C)C)(C)C. The catalyst is ClCCCl. The product is [CH2:5]([O:4][C:2](=[O:3])[NH:26][C:14]1[C:15]([CH3:25])=[CH:16][C:17]([N:19]2[CH2:20][CH2:21][O:22][CH2:23][CH2:24]2)=[CH:18][C:13]=1[CH3:12])[C:6]1[CH:11]=[CH:10][CH:9]=[CH:8][CH:7]=1. The yield is 0.470. (6) The reactants are CCN(C(C)C)C(C)C.[CH3:10][O:11][C:12]1[CH:13]=[CH:14][CH:15]=[C:16]2[C:21]=1[O:20][C:19](=[O:22])[C:18]([C:23]([OH:25])=O)=[CH:17]2.CN(C(ON1N=NC2C=CC=NC1=2)=[N+](C)C)C.F[P-](F)(F)(F)(F)F.[N:50]1[NH:51][C:52]([C:55]2[CH:56]=[C:57]([NH2:61])[CH:58]=[CH:59][CH:60]=2)=[CH:53][CH:54]=1. The catalyst is CN(C=O)C. The product is [N:50]1[NH:51][C:52]([C:55]2[CH:56]=[C:57]([NH:61][C:23]([C:18]3[C:19](=[O:22])[O:20][C:21]4[C:16]([CH:17]=3)=[CH:15][CH:14]=[CH:13][C:12]=4[O:11][CH3:10])=[O:25])[CH:58]=[CH:59][CH:60]=2)=[CH:53][CH:54]=1. The yield is 0.0700. (7) The reactants are [C:1]([C:5]1[NH:6][C:7]2[C:12]([CH:13]=1)=[CH:11][CH:10]=[C:9]([N+:14]([O-])=O)[CH:8]=2)([CH3:4])([CH3:3])[CH3:2]. The catalyst is CO.[Ni]. The product is [C:1]([C:5]1[NH:6][C:7]2[C:12]([CH:13]=1)=[CH:11][CH:10]=[C:9]([NH2:14])[CH:8]=2)([CH3:4])([CH3:2])[CH3:3]. The yield is 0.890.